Task: Predict the product of the given reaction.. Dataset: Forward reaction prediction with 1.9M reactions from USPTO patents (1976-2016) Given the reactants [Cl:1][C:2]1[C:3]([C:20]2[C:25]([CH3:26])=[CH:24][C:23]([CH3:27])=[CH:22][N:21]=2)=[CH:4][C:5]([N:8]2[CH2:13][CH2:12][N:11]3[CH:14]=[C:15]([C:17](O)=[O:18])[N:16]=[C:10]3[CH2:9]2)=[N:6][CH:7]=1.CN(C(ON1N=NC2[CH:39]=[CH:40][CH:41]=[N:42][C:37]1=2)=[N+](C)C)C.F[P-](F)(F)(F)(F)F.CCN(C(C)C)C(C)C.N1CCCC1, predict the reaction product. The product is: [Cl:1][C:2]1[C:3]([C:20]2[C:25]([CH3:26])=[CH:24][C:23]([CH3:27])=[CH:22][N:21]=2)=[CH:4][C:5]([N:8]2[CH2:13][CH2:12][N:11]3[CH:14]=[C:15]([C:17]([N:42]4[CH2:41][CH2:40][CH2:39][CH2:37]4)=[O:18])[N:16]=[C:10]3[CH2:9]2)=[N:6][CH:7]=1.